From a dataset of Reaction yield outcomes from USPTO patents with 853,638 reactions. Predict the reaction yield, written as a fraction of the theoretical maximum amount of product (1.0 means a 100% yield; for example, 0.34 means a 34% yield). The reactants are [Br:1][C:2]1[CH:8]=[CH:7][C:5](N)=[C:4]([CH3:9])[CH:3]=1.N([O-])=O.[Na+].[K+].C(OC([S-])=[S:19])C.[OH-].[K+].Cl[C:24]1[N:29]=[C:28]([CH3:30])[C:27]([CH:31]=[O:32])=[CH:26][CH:25]=1.C([O-])([O-])=O.[K+].[K+]. The catalyst is O.C(O)C.CN(C=O)C. The product is [Br:1][C:2]1[CH:8]=[CH:7][C:5]([S:19][C:24]2[N:29]=[C:28]([CH3:30])[C:27]([CH:31]=[O:32])=[CH:26][CH:25]=2)=[C:4]([CH3:9])[CH:3]=1. The yield is 0.700.